Task: Regression. Given two drug SMILES strings and cell line genomic features, predict the synergy score measuring deviation from expected non-interaction effect.. Dataset: NCI-60 drug combinations with 297,098 pairs across 59 cell lines (1) Drug 1: CCC1=C2CN3C(=CC4=C(C3=O)COC(=O)C4(CC)O)C2=NC5=C1C=C(C=C5)O. Drug 2: CCC1(CC2CC(C3=C(CCN(C2)C1)C4=CC=CC=C4N3)(C5=C(C=C6C(=C5)C78CCN9C7C(C=CC9)(C(C(C8N6C)(C(=O)OC)O)OC(=O)C)CC)OC)C(=O)OC)O.OS(=O)(=O)O. Cell line: M14. Synergy scores: CSS=11.7, Synergy_ZIP=-6.14, Synergy_Bliss=2.11, Synergy_Loewe=-5.14, Synergy_HSA=1.58. (2) Drug 1: C1=C(C(=O)NC(=O)N1)F. Drug 2: C1=CC=C(C=C1)NC(=O)CCCCCCC(=O)NO. Cell line: A498. Synergy scores: CSS=45.9, Synergy_ZIP=-5.68, Synergy_Bliss=-10.2, Synergy_Loewe=-9.17, Synergy_HSA=-8.59. (3) Drug 1: C1CCC(CC1)NC(=O)N(CCCl)N=O. Drug 2: C1=NC2=C(N1)C(=S)N=CN2. Cell line: SF-268. Synergy scores: CSS=27.8, Synergy_ZIP=-7.86, Synergy_Bliss=-15.3, Synergy_Loewe=-18.1, Synergy_HSA=-13.0.